This data is from Forward reaction prediction with 1.9M reactions from USPTO patents (1976-2016). The task is: Predict the product of the given reaction. (1) Given the reactants [OH:1][C:2]1[CH:7]=[CH:6][C:5]([C:8](=[O:10])[CH3:9])=[C:4]([CH3:11])[CH:3]=1.C(=O)([O-])[O-].[K+].[K+].[CH:18](I)([CH3:20])[CH3:19], predict the reaction product. The product is: [CH:18]([O:1][C:2]1[CH:7]=[CH:6][C:5]([C:8](=[O:10])[CH3:9])=[C:4]([CH3:11])[CH:3]=1)([CH3:20])[CH3:19]. (2) Given the reactants [C:1]([C:3]#[C:4][C:5]1[CH:13]=[CH:12][C:8]([C:9]([OH:11])=O)=[CH:7][CH:6]=1)#[N:2].O=S(Cl)Cl.[NH2:18][CH2:19][CH2:20][CH2:21][O:22][CH2:23][CH2:24][O:25][CH2:26][CH2:27][O:28][CH2:29][CH2:30][CH2:31][NH:32][C:33](=[O:58])[CH2:34][CH2:35][CH2:36][CH2:37][CH2:38][CH2:39][CH2:40][CH2:41][C:42]#[C:43][C:44]#[C:45][CH2:46][CH2:47][CH2:48][CH2:49][CH2:50][CH2:51][CH2:52][CH2:53][CH2:54][CH2:55][CH2:56][CH3:57], predict the reaction product. The product is: [C:1]([C:3]#[C:4][C:5]1[CH:6]=[CH:7][C:8]([C:9]([NH:18][CH2:19][CH2:20][CH2:21][O:22][CH2:23][CH2:24][O:25][CH2:26][CH2:27][O:28][CH2:29][CH2:30][CH2:31][NH:32][C:33](=[O:58])[CH2:34][CH2:35][CH2:36][CH2:37][CH2:38][CH2:39][CH2:40][CH2:41][C:42]#[C:43][C:44]#[C:45][CH2:46][CH2:47][CH2:48][CH2:49][CH2:50][CH2:51][CH2:52][CH2:53][CH2:54][CH2:55][CH2:56][CH3:57])=[O:11])=[CH:12][CH:13]=1)#[N:2]. (3) Given the reactants [NH2:1][CH:2]([C:27]1[C:36]2[C:31](=[CH:32][CH:33]=[C:34]([O:37][CH3:38])[CH:35]=2)[N:30]=[CH:29][C:28]=1[F:39])[CH2:3][CH2:4][CH:5]1[CH2:10][CH2:9][N:8]([CH2:11][CH2:12][S:13][C:14]2[CH:19]=[C:18]([F:20])[CH:17]=[CH:16][C:15]=2[F:21])[CH2:7][CH:6]1[CH2:22][C:23]([O:25]C)=[O:24].[OH-].[Na+].O1CCOCC1.[ClH:48], predict the reaction product. The product is: [ClH:48].[NH2:1][CH:2]([C:27]1[C:36]2[C:31](=[CH:32][CH:33]=[C:34]([O:37][CH3:38])[CH:35]=2)[N:30]=[CH:29][C:28]=1[F:39])[CH2:3][CH2:4][CH:5]1[CH2:10][CH2:9][N:8]([CH2:11][CH2:12][S:13][C:14]2[CH:19]=[C:18]([F:20])[CH:17]=[CH:16][C:15]=2[F:21])[CH2:7][CH:6]1[CH2:22][C:23]([OH:25])=[O:24].